Dataset: Forward reaction prediction with 1.9M reactions from USPTO patents (1976-2016). Task: Predict the product of the given reaction. (1) Given the reactants CC1(C)C2C(=C(P(C3C=CC=CC=3)C3C=CC=CC=3)C=CC=2)OC2C(P(C3C=CC=CC=3)C3C=CC=CC=3)=CC=CC1=2.Cl[C:44]1[CH:49]=[C:48]([C:50]([F:53])([F:52])[F:51])[CH:47]=[C:46]([C:54]2[CH:59]=[CH:58][CH:57]=[CH:56][C:55]=2[Cl:60])[N:45]=1.[F:61][C:62]1[CH:63]=[C:64]2[C:70]([NH2:71])=[N:69][N:68](COCC[Si](C)(C)C)[C:65]2=[N:66][CH:67]=1.C(=O)([O-])[O-].[K+].[K+].Cl, predict the reaction product. The product is: [Cl:60][C:55]1[CH:56]=[CH:57][CH:58]=[CH:59][C:54]=1[C:46]1[N:45]=[C:44]([NH:71][C:70]2[C:64]3[C:65](=[N:66][CH:67]=[C:62]([F:61])[CH:63]=3)[NH:68][N:69]=2)[CH:49]=[C:48]([C:50]([F:53])([F:52])[F:51])[CH:47]=1. (2) Given the reactants Br[C:2]1[C:11](C=C)=[C:10](Br)[C:9]2[C:4](=[C:5](C=C)[C:6](Br)=[C:7](C=C)[C:8]=2C=C)[N:3]=1.[OH-].[NH4+], predict the reaction product. The product is: [N:3]1[C:4]2[C:9](=[CH:8][CH:7]=[CH:6][CH:5]=2)[CH:10]=[CH:11][CH:2]=1. (3) Given the reactants [Br-].C([I+]C[C:3]1[CH:8]=[CH:7][C:6]([O:9][CH3:10])=[CH:5][CH:4]=1)[C:3]1[CH:8]=[CH:7][C:6]([O:9][CH3:10])=[CH:5][CH:4]=1.C1C(C[C@H](N)C([O-])=O)=CC(I)=C(OC2C=C(I)C(O)=C(I)C=2)C=1I.O.[Na+].[CH2:47]([O:49][C:50](=[O:66])[C@H:51]([CH2:56][C:57]1[CH:62]=[C:61]([I:63])[C:60]([OH:64])=[C:59]([I:65])[CH:58]=1)[NH:52][C:53](=[O:55])[CH3:54])[CH3:48], predict the reaction product. The product is: [CH2:47]([O:49][C:50](=[O:66])[C@H:51]([CH2:56][C:57]1[CH:62]=[C:61]([I:63])[C:60]([O:64][C:3]2[CH:8]=[CH:7][C:6]([O:9][CH3:10])=[CH:5][CH:4]=2)=[C:59]([I:65])[CH:58]=1)[NH:52][C:53](=[O:55])[CH3:54])[CH3:48]. (4) Given the reactants [I-:1].[Na+].CN[C@@H]1CCCC[C@H]1NC.Br[C:14]1[CH:19]=[CH:18][CH:17]=[CH:16][C:15]=1[CH2:20][CH2:21][CH:22]([CH3:24])[CH3:23], predict the reaction product. The product is: [I:1][C:14]1[CH:19]=[CH:18][CH:17]=[CH:16][C:15]=1[CH2:20][CH2:21][CH:22]([CH3:24])[CH3:23]. (5) The product is: [Cl:24][C:19]1[CH:18]=[C:17]([CH:4]([CH2:5][CH2:6][N:7]2[CH2:8][CH2:9][N:10]([S:13]([CH3:16])(=[O:15])=[O:14])[CH2:11][CH2:12]2)[C:3]([OH:25])=[O:2])[CH:22]=[CH:21][C:20]=1[Cl:23]. Given the reactants C[O:2][C:3](=[O:25])[CH:4]([C:17]1[CH:22]=[CH:21][C:20]([Cl:23])=[C:19]([Cl:24])[CH:18]=1)[CH2:5][CH2:6][N:7]1[CH2:12][CH2:11][N:10]([S:13]([CH3:16])(=[O:15])=[O:14])[CH2:9][CH2:8]1.O[Li].O.Cl, predict the reaction product. (6) Given the reactants I[CH:2]1[CH:8]2[CH2:9][CH:5]([C:6](=[O:10])[O:7]2)[CH2:4][CH2:3]1.N12CCCN=C1CCCCC2, predict the reaction product. The product is: [CH:5]12[CH2:9][CH:8]([O:7][C:6]1=[O:10])[CH:2]=[CH:3][CH2:4]2. (7) The product is: [CH3:1][O:2][C:3]1[CH:8]=[CH:7][C:6]([NH:9][C:10]2[N:11]=[N:12][C:13]([CH:16]([NH:18][C:19]([C:21]3[S:44][CH:23]=[CH:24][CH:25]=3)=[O:20])[CH3:17])=[CH:14][N:15]=2)=[CH:5][CH:4]=1. Given the reactants [CH3:1][O:2][C:3]1[CH:8]=[CH:7][C:6]([NH:9][C:10]2[N:11]=[N:12][C:13]([CH:16]([NH:18][C:19]([C:21]3O[CH:23]=[CH:24][CH:25]=3)=[O:20])[CH3:17])=[CH:14][N:15]=2)=[CH:5][CH:4]=1.NC(C1N=NC(NC2C=CC(OC)=CC=2)=NC=1)C.[S:44]1C=CC=C1C(Cl)=O, predict the reaction product. (8) Given the reactants Cl[CH2:2][C:3]1[CH:4]=[C:5]([C:9]2[C:14]([F:15])=[CH:13][CH:12]=[C:11]([CH2:16][NH:17][C:18]([C:20]3[CH:25]=[CH:24][CH:23]=[C:22]([C:26]([NH:28][CH2:29][C:30]4[C:31]([NH:43][CH:44]5[CH2:49][CH2:48][O:47][CH2:46][CH2:45]5)=[C:32]5[CH:40]=[N:39][N:38]([CH2:41][CH3:42])[C:33]5=[N:34][C:35]=4[CH2:36][CH3:37])=[O:27])[CH:21]=3)=[O:19])[CH:10]=2)[CH:6]=[CH:7][CH:8]=1.[CH2:50]([N:52]1[CH2:57][CH2:56][NH:55][CH2:54][CH2:53]1)[CH3:51], predict the reaction product. The product is: [CH2:41]([N:38]1[C:33]2=[N:34][C:35]([CH2:36][CH3:37])=[C:30]([CH2:29][NH:28][C:26]([C:22]3[CH:23]=[CH:24][CH:25]=[C:20]([C:18]([NH:17][CH2:16][C:11]4[CH:10]=[C:9]([C:5]5[CH:6]=[CH:7][CH:8]=[C:3]([CH2:2][N:55]6[CH2:56][CH2:57][N:52]([CH2:50][CH3:51])[CH2:53][CH2:54]6)[CH:4]=5)[C:14]([F:15])=[CH:13][CH:12]=4)=[O:19])[CH:21]=3)=[O:27])[C:31]([NH:43][CH:44]3[CH2:49][CH2:48][O:47][CH2:46][CH2:45]3)=[C:32]2[CH:40]=[N:39]1)[CH3:42]. (9) The product is: [OH:8][C:7]1[C:2]2[NH:1][C:10](=[O:11])[O:9][C:3]=2[CH:4]=[CH:5][CH:6]=1. Given the reactants [NH2:1][C:2]1[C:7]([OH:8])=[CH:6][CH:5]=[CH:4][C:3]=1[OH:9].[C:10](N1C=CN=C1)(N1C=CN=C1)=[O:11], predict the reaction product. (10) Given the reactants FC(F)(F)C(OC(=O)C(F)(F)F)=[O:4].[Cl:14][C:15]1[C:20]([C:21]2([F:25])[CH2:24][CH2:23][CH2:22]2)=[CH:19][CH:18]=[C:17]([CH3:26])[N+:16]=1[O-].[OH-].[Na+], predict the reaction product. The product is: [Cl:14][C:15]1[N:16]=[C:17]([CH2:26][OH:4])[CH:18]=[CH:19][C:20]=1[C:21]1([F:25])[CH2:24][CH2:23][CH2:22]1.